From a dataset of Full USPTO retrosynthesis dataset with 1.9M reactions from patents (1976-2016). Predict the reactants needed to synthesize the given product. (1) Given the product [N:1]([C:2]1[CH:3]=[N:4][CH:5]=[CH:6][C:7]=1[N:8]1[CH2:13][CH2:12][CH2:11][C@H:10]([NH:14][C:15](=[O:21])[O:16][C:17]([CH3:18])([CH3:20])[CH3:19])[CH2:9]1)=[N+:29]=[N-:30], predict the reactants needed to synthesize it. The reactants are: [NH2:1][C:2]1[CH:3]=[N:4][CH:5]=[CH:6][C:7]=1[N:8]1[CH2:13][CH2:12][CH2:11][C@H:10]([NH:14][C:15](=[O:21])[O:16][C:17]([CH3:20])([CH3:19])[CH3:18])[CH2:9]1.C(=O)=O.N([O-])=O.[Na+].[N-:29]=[N+:30]=[N-].[Na+].C([O-])([O-])=O.[Na+].[Na+]. (2) Given the product [Br:9][C:10]1[CH:16]=[C:15]([C:17]([F:20])([F:19])[F:18])[C:13]([NH:14][C:4](=[O:5])[CH2:3][C:2]([CH3:8])([CH3:7])[CH3:1])=[C:12]([Cl:21])[CH:11]=1, predict the reactants needed to synthesize it. The reactants are: [CH3:1][C:2]([CH3:8])([CH3:7])[CH2:3][C:4](Cl)=[O:5].[Br:9][C:10]1[CH:16]=[C:15]([C:17]([F:20])([F:19])[F:18])[C:13]([NH2:14])=[C:12]([Cl:21])[CH:11]=1.O. (3) Given the product [CH3:9][N:10](/[CH:12]=[C:4]1\[CH2:3][N:2]([CH3:1])[CH2:7][CH2:6][C:5]\1=[O:8])[CH3:11], predict the reactants needed to synthesize it. The reactants are: [CH3:1][N:2]1[CH2:7][CH2:6][C:5](=[O:8])[CH2:4][CH2:3]1.[CH3:9][N:10]([CH:12]=O)[CH3:11].CC(N(C)C)=O. (4) Given the product [Cl:1][C:2]1[CH:7]=[CH:6][C:5]([CH2:8][N:39]2[CH2:43][CH2:42][CH2:41][CH2:40]2)=[CH:4][C:3]=1[C:10]1[C:14]([C:15]2[N:19]=[CH:18][N:17]([CH2:20][O:21][CH2:22][CH2:23][Si:24]([CH3:26])([CH3:27])[CH3:25])[N:16]=2)=[CH:13][N:12]([C:28]2[C:33]([CH3:34])=[CH:32][N:31]=[C:30]([NH:35][C:36](=[O:38])[CH3:37])[CH:29]=2)[N:11]=1, predict the reactants needed to synthesize it. The reactants are: [Cl:1][C:2]1[CH:7]=[CH:6][C:5]([CH:8]=O)=[CH:4][C:3]=1[C:10]1[C:14]([C:15]2[N:19]=[CH:18][N:17]([CH2:20][O:21][CH2:22][CH2:23][Si:24]([CH3:27])([CH3:26])[CH3:25])[N:16]=2)=[CH:13][N:12]([C:28]2[C:33]([CH3:34])=[CH:32][N:31]=[C:30]([NH:35][C:36](=[O:38])[CH3:37])[CH:29]=2)[N:11]=1.[NH:39]1[CH2:43][CH2:42][CH2:41][CH2:40]1.C(O[BH-](OC(=O)C)OC(=O)C)(=O)C.[Na+]. (5) Given the product [C:1]([C:4]1[CH:5]=[CH:6][C:7]([O:14][CH3:15])=[C:8]([CH:13]=1)[C:9]([O:11][CH3:12])=[O:10])(=[O:3])[CH3:2], predict the reactants needed to synthesize it. The reactants are: [C:1]([C:4]1[CH:5]=[CH:6][C:7]([OH:14])=[C:8]([CH:13]=1)[C:9]([O:11][CH3:12])=[O:10])(=[O:3])[CH3:2].[CH3:15]N(C=O)C.C(=O)([O-])[O-].[K+].[K+].CI. (6) The reactants are: [F:1][C:2]1[CH:7]=[C:6]([C:8]([F:11])([F:10])[F:9])[CH:5]=[CH:4][C:3]=1[C:12]1[O:16][CH:15]=[N:14][CH:13]=1.C[Si]([N-][Si](C)(C)C)(C)C.[Li+].[Br:27]Br.[O-]S([O-])=O.[Na+].[Na+]. Given the product [Br:27][C:13]1[N:14]=[CH:15][O:16][C:12]=1[C:3]1[CH:4]=[CH:5][C:6]([C:8]([F:11])([F:9])[F:10])=[CH:7][C:2]=1[F:1], predict the reactants needed to synthesize it. (7) The reactants are: C([N:4]1[C:8]2[CH:9]([C:24]3[CH:29]=[CH:28][C:27]([Cl:30])=[CH:26][CH:25]=3)[N:10]([C:13]3[CH:14]=[C:15]([CH3:23])[C:16]4[N:17]([C:19]([CH3:22])=[N:20][N:21]=4)[CH:18]=3)[C:11](=[O:12])[C:7]=2[N:6]=[C:5]1Br)C=C.[CH3:32][O:33][C:34]1[CH:39]=[CH:38][C:37](B(O)O)=[CH:36][N:35]=1. Given the product [Cl:30][C:27]1[CH:28]=[CH:29][C:24]([CH:9]2[C:8]3[NH:4][C:5]([C:37]4[CH:36]=[N:35][C:34]([O:33][CH3:32])=[CH:39][CH:38]=4)=[N:6][C:7]=3[C:11](=[O:12])[N:10]2[C:13]2[CH:14]=[C:15]([CH3:23])[C:16]3[N:17]([C:19]([CH3:22])=[N:20][N:21]=3)[CH:18]=2)=[CH:25][CH:26]=1, predict the reactants needed to synthesize it. (8) Given the product [Cl:51][C:52]1[O:56][C:55]([CH:57]2[C:5]3=[C:6]4[N:7]([CH3:23])[C:8](=[O:22])[N:9]([CH3:21])[C:10](=[O:20])[C:11]4=[C:12]([C:13]4[CH:18]=[CH:17][CH:16]=[C:15]([F:19])[CH:14]=4)[N:4]3[CH2:3][C@H:2]([CH2:24][OH:25])[O:1]2)=[CH:54][CH:53]=1, predict the reactants needed to synthesize it. The reactants are: [OH:1][C@@H:2]([CH2:24][OH:25])[CH2:3][N:4]1[C:12]([C:13]2[CH:18]=[CH:17][CH:16]=[C:15]([F:19])[CH:14]=2)=[C:11]2[C:6]([N:7]([CH3:23])[C:8](=[O:22])[N:9]([CH3:21])[C:10]2=[O:20])=[CH:5]1.[O-]S(C(F)(F)F)(=O)=O.[Bi+3].[O-]S(C(F)(F)F)(=O)=O.[O-]S(C(F)(F)F)(=O)=O.[Cl:51][C:52]1[O:56][C:55]([CH:57]=O)=[CH:54][CH:53]=1. (9) Given the product [Cl:1][CH2:2][CH2:3][C:4]([C:6]1[CH:11]=[CH:10][CH:9]=[CH:8][CH:7]=1)([OH:5])[CH2:14][CH:13]=[CH2:12], predict the reactants needed to synthesize it. The reactants are: [Cl:1][CH2:2][CH2:3][C:4]([C:6]1[CH:11]=[CH:10][CH:9]=[CH:8][CH:7]=1)=[O:5].[CH2:12]([Mg]Br)[CH:13]=[CH2:14]. (10) Given the product [CH:19]1([C:10]2[CH:11]=[CH:12][C:13]([C:15]([F:17])([F:18])[F:16])=[CH:14][C:9]=2[OH:8])[CH2:20][CH2:21]1, predict the reactants needed to synthesize it. The reactants are: C([Si]([O:8][C:9]1[CH:14]=[C:13]([C:15]([F:18])([F:17])[F:16])[CH:12]=[CH:11][C:10]=1[CH:19]1[CH2:21][CH2:20]1)(C)C)(C)(C)C.C1(B(O)O)CC1.